From a dataset of NCI-60 drug combinations with 297,098 pairs across 59 cell lines. Regression. Given two drug SMILES strings and cell line genomic features, predict the synergy score measuring deviation from expected non-interaction effect. (1) Drug 1: CC1=CC2C(CCC3(C2CCC3(C(=O)C)OC(=O)C)C)C4(C1=CC(=O)CC4)C. Drug 2: CN(C)N=NC1=C(NC=N1)C(=O)N. Cell line: COLO 205. Synergy scores: CSS=3.81, Synergy_ZIP=3.89, Synergy_Bliss=6.32, Synergy_Loewe=2.96, Synergy_HSA=4.84. (2) Drug 1: COCCOC1=C(C=C2C(=C1)C(=NC=N2)NC3=CC=CC(=C3)C#C)OCCOC.Cl. Drug 2: N.N.Cl[Pt+2]Cl. Cell line: MDA-MB-231. Synergy scores: CSS=17.4, Synergy_ZIP=-7.34, Synergy_Bliss=-0.217, Synergy_Loewe=-0.357, Synergy_HSA=1.25. (3) Drug 1: C1CCN(CC1)CCOC2=CC=C(C=C2)C(=O)C3=C(SC4=C3C=CC(=C4)O)C5=CC=C(C=C5)O. Drug 2: CCN(CC)CCCC(C)NC1=C2C=C(C=CC2=NC3=C1C=CC(=C3)Cl)OC. Cell line: ACHN. Synergy scores: CSS=35.8, Synergy_ZIP=2.61, Synergy_Bliss=3.73, Synergy_Loewe=-6.90, Synergy_HSA=1.79. (4) Drug 1: CC1=C(C(CCC1)(C)C)C=CC(=CC=CC(=CC(=O)O)C)C. Drug 2: C1=NC2=C(N=C(N=C2N1C3C(C(C(O3)CO)O)F)Cl)N. Cell line: MDA-MB-435. Synergy scores: CSS=6.96, Synergy_ZIP=-1.70, Synergy_Bliss=2.54, Synergy_Loewe=-1.32, Synergy_HSA=1.71. (5) Drug 1: C1CCC(C(C1)N)N.C(=O)(C(=O)[O-])[O-].[Pt+4]. Drug 2: CC(C)CN1C=NC2=C1C3=CC=CC=C3N=C2N. Cell line: U251. Synergy scores: CSS=22.8, Synergy_ZIP=-6.66, Synergy_Bliss=-0.285, Synergy_Loewe=-2.41, Synergy_HSA=-2.71. (6) Drug 1: COC1=CC(=CC(=C1O)OC)C2C3C(COC3=O)C(C4=CC5=C(C=C24)OCO5)OC6C(C(C7C(O6)COC(O7)C8=CC=CS8)O)O. Drug 2: CC1C(C(CC(O1)OC2CC(OC(C2O)C)OC3=CC4=CC5=C(C(=O)C(C(C5)C(C(=O)C(C(C)O)O)OC)OC6CC(C(C(O6)C)O)OC7CC(C(C(O7)C)O)OC8CC(C(C(O8)C)O)(C)O)C(=C4C(=C3C)O)O)O)O. Cell line: IGROV1. Synergy scores: CSS=37.0, Synergy_ZIP=-6.63, Synergy_Bliss=-0.205, Synergy_Loewe=-2.57, Synergy_HSA=0.601. (7) Drug 1: CC1=C(C=C(C=C1)NC2=NC=CC(=N2)N(C)C3=CC4=NN(C(=C4C=C3)C)C)S(=O)(=O)N.Cl. Drug 2: CCC(=C(C1=CC=CC=C1)C2=CC=C(C=C2)OCCN(C)C)C3=CC=CC=C3.C(C(=O)O)C(CC(=O)O)(C(=O)O)O. Cell line: SR. Synergy scores: CSS=13.6, Synergy_ZIP=-1.82, Synergy_Bliss=-3.08, Synergy_Loewe=-1.60, Synergy_HSA=-1.56. (8) Drug 1: CC1C(C(CC(O1)OC2CC(CC3=C2C(=C4C(=C3O)C(=O)C5=C(C4=O)C(=CC=C5)OC)O)(C(=O)CO)O)N)O.Cl. Drug 2: CC(C)(C#N)C1=CC(=CC(=C1)CN2C=NC=N2)C(C)(C)C#N. Cell line: A498. Synergy scores: CSS=24.4, Synergy_ZIP=-6.32, Synergy_Bliss=-0.262, Synergy_Loewe=-0.144, Synergy_HSA=0.518.